From a dataset of Full USPTO retrosynthesis dataset with 1.9M reactions from patents (1976-2016). Predict the reactants needed to synthesize the given product. (1) Given the product [CH:3]1([S:9][C:11]2[N:18]=[C:17]([C:19]([F:22])([F:20])[F:21])[CH:16]=[CH:15][C:12]=2[C:13]#[N:14])[CH2:8][CH2:7][CH2:6][CH2:5][CH2:4]1, predict the reactants needed to synthesize it. The reactants are: [H-].[Na+].[CH:3]1([SH:9])[CH2:8][CH2:7][CH2:6][CH2:5][CH2:4]1.Cl[C:11]1[N:18]=[C:17]([C:19]([F:22])([F:21])[F:20])[CH:16]=[CH:15][C:12]=1[C:13]#[N:14]. (2) The reactants are: [O:1]=[C:2]1[C:6]2([CH2:11][CH2:10][N:9]([S:12](Cl)(=[O:14])=[O:13])[CH2:8][CH2:7]2)[CH2:5][CH2:4][N:3]1[C:16]1[CH:21]=[CH:20][C:19]([O:22][C:23]([F:26])([F:25])[F:24])=[CH:18][CH:17]=1.[CH2:27]([NH2:29])[CH3:28]. Given the product [CH2:27]([NH:29][S:12]([N:9]1[CH2:10][CH2:11][C:6]2([C:2](=[O:1])[N:3]([C:16]3[CH:21]=[CH:20][C:19]([O:22][C:23]([F:26])([F:25])[F:24])=[CH:18][CH:17]=3)[CH2:4][CH2:5]2)[CH2:7][CH2:8]1)(=[O:14])=[O:13])[CH3:28], predict the reactants needed to synthesize it.